Dataset: Retrosynthesis with 50K atom-mapped reactions and 10 reaction types from USPTO. Task: Predict the reactants needed to synthesize the given product. (1) Given the product CC(C)[Si](OC(=O)N(CCc1cncn1Cc1ccc(C#N)c(F)c1)[C@H]1CCN(C(=O)c2cccc3ccc(O[Si](C(C)C)(C(C)C)C(C)C)cc23)C1)(C(C)C)C(C)C, predict the reactants needed to synthesize it. The reactants are: CC(C)[Si](OC(=O)N(CCc1cncn1Cc1ccc(C#N)c(F)c1)[C@H]1CCNC1)(C(C)C)C(C)C.CC(C)[Si](Oc1ccc2cccc(C(=O)O)c2c1)(C(C)C)C(C)C. (2) The reactants are: CN.COc1c(C)cnc(CCl)c1C. Given the product CNCc1ncc(C)c(OC)c1C, predict the reactants needed to synthesize it.